Dataset: Reaction yield outcomes from USPTO patents with 853,638 reactions. Task: Predict the reaction yield, written as a fraction of the theoretical maximum amount of product (1.0 means a 100% yield; for example, 0.34 means a 34% yield). (1) The reactants are [Cl:1][C:2]1[CH:7]=[C:6]([Cl:8])[CH:5]=[CH:4][C:3]=1[C:9]1[C:14]([CH2:15][NH:16][C:17](=[O:23])[O:18][C:19]([CH3:22])([CH3:21])[CH3:20])=[C:13]([CH3:24])[N:12]=[C:11]2[C:25](=[O:28])[NH:26][CH2:27][C:10]=12.[Cl:29][C:30]1[CH:35]=[CH:34][C:33](B(O)O)=[CH:32][CH:31]=1.CCN(CC)CC.N1C=CC=CC=1.ClC(Cl)C. The catalyst is CC([O-])=O.CC([O-])=O.[Cu+2]. The product is [Cl:29][C:30]1[CH:35]=[CH:34][C:33]([N:26]2[CH2:27][C:10]3[C:11](=[N:12][C:13]([CH3:24])=[C:14]([CH2:15][NH:16][C:17](=[O:23])[O:18][C:19]([CH3:22])([CH3:21])[CH3:20])[C:9]=3[C:3]3[CH:4]=[CH:5][C:6]([Cl:8])=[CH:7][C:2]=3[Cl:1])[C:25]2=[O:28])=[CH:32][CH:31]=1. The yield is 0.610. (2) The reactants are [F:1][C:2]1[CH:7]=[CH:6][C:5]([C:8]2[S:12][C:11]3[CH:13]=[C:14]([O:17][CH3:18])[CH:15]=[CH:16][C:10]=3[C:9]=2[O:19][C:20]2[CH:25]=[CH:24][C:23](/[CH:26]=[CH:27]/[C:28]([NH:30][NH2:31])=[O:29])=[CH:22][CH:21]=2)=[C:4]([CH3:32])[CH:3]=1.[C:33](N1C=CN=C1)(N1C=CN=C1)=[O:34].Cl. The catalyst is C1COCC1.C(Cl)Cl. The product is [F:1][C:2]1[CH:7]=[CH:6][C:5]([C:8]2[S:12][C:11]3[CH:13]=[C:14]([O:17][CH3:18])[CH:15]=[CH:16][C:10]=3[C:9]=2[O:19][C:20]2[CH:25]=[CH:24][C:23](/[CH:26]=[CH:27]/[C:28]3[O:29][C:33](=[O:34])[NH:31][N:30]=3)=[CH:22][CH:21]=2)=[C:4]([CH3:32])[CH:3]=1. The yield is 0.770. (3) The reactants are Br[C:2]1[CH:3]=[C:4]([F:12])[C:5]([C:8]([O:10][CH3:11])=[O:9])=[N:6][CH:7]=1.[N:13]1[CH:18]=[CH:17][C:16]([S:19]([NH2:22])(=[O:21])=[O:20])=[CH:15][CH:14]=1.CC1(C)C2C(=C(P(C3C=CC=CC=3)C3C=CC=CC=3)C=CC=2)OC2C(P(C3C=CC=CC=3)C3C=CC=CC=3)=CC=CC1=2.C(=O)([O-])[O-].[Cs+].[Cs+]. The catalyst is O1CCOCC1.C1C=CC(/C=C/C(/C=C/C2C=CC=CC=2)=O)=CC=1.C1C=CC(/C=C/C(/C=C/C2C=CC=CC=2)=O)=CC=1.C1C=CC(/C=C/C(/C=C/C2C=CC=CC=2)=O)=CC=1.[Pd].[Pd]. The product is [F:12][C:4]1[C:5]([C:8]([O:10][CH3:11])=[O:9])=[N:6][CH:7]=[C:2]([NH:22][S:19]([C:16]2[CH:17]=[CH:18][N:13]=[CH:14][CH:15]=2)(=[O:21])=[O:20])[CH:3]=1. The yield is 0.0990. (4) The reactants are [CH3:1][CH:2]([NH2:15])[CH2:3][CH2:4][CH2:5][C:6]1[C:11]([Cl:12])=[CH:10][C:9]([Cl:13])=[CH:8][C:7]=1[Cl:14].[F:16][CH:17]([C:19]1[C:23]([C:24](O)=[O:25])=[CH:22][N:21]([CH3:27])[N:20]=1)[F:18]. The catalyst is N1C=CC=CC=1.O. The product is [CH3:1][CH:2]([NH:15][C:24]([C:23]1[C:19]([CH:17]([F:18])[F:16])=[N:20][N:21]([CH3:27])[CH:22]=1)=[O:25])[CH2:3][CH2:4][CH2:5][C:6]1[C:7]([Cl:14])=[CH:8][C:9]([Cl:13])=[CH:10][C:11]=1[Cl:12]. The yield is 0.310. (5) The reactants are [CH3:1][O:2][C:3]1[CH:4]=[C:5]2[C:10](=[CH:11][C:12]=1[O:13][CH3:14])[N:9]=[CH:8][CH:7]=[C:6]2[O:15][C:16]1[N:21]=[CH:20][C:19]([NH2:22])=[CH:18][CH:17]=1.[C:23]1([CH2:29][C:30]([N:32]=[C:33]=[S:34])=[O:31])[CH:28]=[CH:27][CH:26]=[CH:25][CH:24]=1. The catalyst is CCOC(C)=O.CO. The product is [CH3:1][O:2][C:3]1[CH:4]=[C:5]2[C:10](=[CH:11][C:12]=1[O:13][CH3:14])[N:9]=[CH:8][CH:7]=[C:6]2[O:15][C:16]1[N:21]=[CH:20][C:19]([NH:22][C:33]([NH:32][C:30](=[O:31])[CH2:29][C:23]2[CH:24]=[CH:25][CH:26]=[CH:27][CH:28]=2)=[S:34])=[CH:18][CH:17]=1. The yield is 0.297. (6) The reactants are [F:1][C:2]([F:22])([F:21])[C:3]1[CH:8]=[CH:7][C:6]([PH:9](=[O:20])[C:10]2[CH:15]=[CH:14][C:13]([C:16]([F:19])([F:18])[F:17])=[CH:12][CH:11]=2)=[CH:5][CH:4]=1.Br[CH:24]=[CH2:25].CCN(CC)CC. The yield is 0.351. The catalyst is C1(C)C=CC=CC=1.C1C=CC([P]([Pd]([P](C2C=CC=CC=2)(C2C=CC=CC=2)C2C=CC=CC=2)([P](C2C=CC=CC=2)(C2C=CC=CC=2)C2C=CC=CC=2)[P](C2C=CC=CC=2)(C2C=CC=CC=2)C2C=CC=CC=2)(C2C=CC=CC=2)C2C=CC=CC=2)=CC=1. The product is [F:22][C:2]([F:21])([F:1])[C:3]1[CH:4]=[CH:5][C:6]([P:9](=[O:20])([C:10]2[CH:11]=[CH:12][C:13]([C:16]([F:17])([F:18])[F:19])=[CH:14][CH:15]=2)[CH:24]=[CH2:25])=[CH:7][CH:8]=1. (7) The reactants are [Cl:1][C:2]1[C:14]([I:15])=[CH:13][C:5]2[C:6](=[O:12])[CH2:7][CH2:8][C:9](=[O:11])[NH:10][C:4]=2[CH:3]=1.[CH3:16][N:17]([CH:19](OC)OC)[CH3:18].CCOCC. The catalyst is C1COCC1. The product is [Cl:1][C:2]1[C:14]([I:15])=[CH:13][C:5]2[C:6](=[O:12])/[C:7](=[CH:16]\[N:17]([CH3:19])[CH3:18])/[CH2:8][C:9](=[O:11])[NH:10][C:4]=2[CH:3]=1. The yield is 0.820.